This data is from Catalyst prediction with 721,799 reactions and 888 catalyst types from USPTO. The task is: Predict which catalyst facilitates the given reaction. (1) Reactant: [Na].S([CH2:6][CH2:7][CH2:8][CH2:9]OC1C=CC=CC=1C1C=CC(S(O)(=O)=O)=CC=1)(O)(=O)=O.[OH:27][C:28]1[CH:33]=[CH:32][C:31]([C:34]2[CH:39]=[CH:38][C:37]([OH:40])=[CH:36][CH:35]=2)=[CH:30][CH:29]=1.Br[CH2:42][CH2:43][CH2:44][CH3:45].C(=O)([O-])[O-].[K+].[K+]. Product: [CH2:6]([O:27][C:28]1[CH:29]=[CH:30][C:31]([C:34]2[CH:39]=[CH:38][C:37]([O:40][CH2:42][CH2:43][CH2:44][CH3:45])=[CH:36][CH:35]=2)=[CH:32][CH:33]=1)[CH2:7][CH2:8][CH3:9]. The catalyst class is: 21. (2) Reactant: Cl[C:2]1[N:6]([CH2:7][CH2:8][CH2:9][C:10]([O:12][CH2:13][CH3:14])=[O:11])[C:5]2[C:15]([CH:20]([CH2:23][CH3:24])[CH2:21][CH3:22])=[CH:16][CH:17]=[C:18]([Cl:19])[C:4]=2[N:3]=1.[Br:25][C:26]1[CH:32]=[CH:31][C:29]([NH2:30])=[C:28]([CH3:33])[CH:27]=1.O.C1(C)C=CC(S(O)(=O)=O)=CC=1.C(=O)([O-])O.[Na+]. Product: [Br:25][C:26]1[CH:32]=[CH:31][C:29]([NH:30][C:2]2[N:6]([CH2:7][CH2:8][CH2:9][C:10]([O:12][CH2:13][CH3:14])=[O:11])[C:5]3[C:15]([CH:20]([CH2:23][CH3:24])[CH2:21][CH3:22])=[CH:16][CH:17]=[C:18]([Cl:19])[C:4]=3[N:3]=2)=[C:28]([CH3:33])[CH:27]=1. The catalyst class is: 113. (3) Reactant: [C:1]([O:5][C:6](=[O:35])[NH:7][C:8]1[CH:9]=[C:10]2[CH:16]=[C:15]([CH:17]([OH:25])[CH2:18][CH:19]3[CH2:24][CH2:23][O:22][CH2:21][CH2:20]3)[N:14]([S:26]([C:29]3[CH:34]=[CH:33][CH:32]=[CH:31][CH:30]=3)(=[O:28])=[O:27])[C:11]2=[N:12][CH:13]=1)([CH3:4])([CH3:3])[CH3:2].CC(OI1(OC(C)=O)(OC(C)=O)OC(=O)C2C=CC=CC1=2)=O. Product: [C:1]([O:5][C:6](=[O:35])[NH:7][C:8]1[CH:9]=[C:10]2[CH:16]=[C:15]([C:17](=[O:25])[CH2:18][CH:19]3[CH2:20][CH2:21][O:22][CH2:23][CH2:24]3)[N:14]([S:26]([C:29]3[CH:34]=[CH:33][CH:32]=[CH:31][CH:30]=3)(=[O:27])=[O:28])[C:11]2=[N:12][CH:13]=1)([CH3:4])([CH3:2])[CH3:3]. The catalyst class is: 4.